From a dataset of Full USPTO retrosynthesis dataset with 1.9M reactions from patents (1976-2016). Predict the reactants needed to synthesize the given product. (1) Given the product [CH2:42]([N:43]([CH2:46][CH3:47])[CH2:44][CH2:45][O:26][C:23]1[CH:24]=[CH:25][C:20]([C:18]2[CH:19]=[C:14]([NH:13][C:11]3[CH:10]=[CH:9][CH:8]=[C:7]([N:3]4[CH2:4][CH2:5][CH2:6][CH:2]4[CH3:1])[N:12]=3)[C:15]3[N:16]([CH:27]=[CH:28][N:29]=3)[N:17]=2)=[CH:21][CH:22]=1)[CH3:41], predict the reactants needed to synthesize it. The reactants are: [CH3:1][CH:2]1[CH2:6][CH2:5][CH2:4][N:3]1[C:7]1[N:12]=[C:11]([NH:13][C:14]2[C:15]3[N:16]([CH:27]=[CH:28][N:29]=3)[N:17]=[C:18]([C:20]3[CH:25]=[CH:24][C:23]([OH:26])=[CH:22][CH:21]=3)[CH:19]=2)[CH:10]=[CH:9][CH:8]=1.C([O-])([O-])=O.[K+].[K+].CS(O[CH2:41][CH2:42][N:43]([CH2:46][CH3:47])[CH2:44][CH3:45])(=O)=O.O. (2) Given the product [C:51]([O:55][C:56]([N:58]1[CH2:63][CH2:62][CH:61]([CH2:64][C:65]([NH:1][C:2]2[CH:7]=[C:6]([O:8][C:9]3[CH:14]=[CH:13][C:12]([NH2:15])=[C:11]([Cl:16])[CH:10]=3)[CH:5]=[CH:4][N:3]=2)=[O:66])[CH2:60][CH2:59]1)=[O:57])([CH3:54])([CH3:53])[CH3:52], predict the reactants needed to synthesize it. The reactants are: [NH2:1][C:2]1[CH:7]=[C:6]([O:8][C:9]2[CH:14]=[CH:13][C:12]([NH2:15])=[C:11]([Cl:16])[CH:10]=2)[CH:5]=[CH:4][N:3]=1.CN([P+](ON1N=NC2C=CC=CC1=2)(N(C)C)N(C)C)C.F[P-](F)(F)(F)(F)F.C(N(CC)CC)C.[C:51]([O:55][C:56]([N:58]1[CH2:63][CH2:62][CH:61]([CH2:64][C:65](O)=[O:66])[CH2:60][CH2:59]1)=[O:57])([CH3:54])([CH3:53])[CH3:52]. (3) Given the product [Br:1][C:2]1[C:3]([F:10])=[C:4]([NH:5][S:20]([CH2:17][CH2:18][CH3:19])(=[O:22])=[O:21])[CH:6]=[CH:7][C:8]=1[F:9], predict the reactants needed to synthesize it. The reactants are: [Br:1][C:2]1[C:3]([F:10])=[C:4]([CH:6]=[CH:7][C:8]=1[F:9])[NH2:5].N1C=CC=CC=1.[CH2:17]([S:20](Cl)(=[O:22])=[O:21])[CH2:18][CH3:19].O. (4) Given the product [CH:6]1[C:7]2[C:8]3[CH2:15][CH2:14][C:13](=[O:16])[C:9]=3[CH:10]=[CH:11][C:12]=2[NH:4][N:5]=1, predict the reactants needed to synthesize it. The reactants are: C([N:4]1[C:12]2[CH:11]=[CH:10][C:9]3[C:13](=[O:16])[CH2:14][CH2:15][C:8]=3[C:7]=2[CH:6]=[N:5]1)(=O)C.[OH-].[Na+]. (5) Given the product [CH3:37][O:38][C:10](=[O:19])[C:11]1[CH:18]=[CH:17][CH:16]=[CH:15][C:12]=1[C:13]([N:9]1[CH2:24][CH:22]([NH:23][S:25]([C:28]2[CH:33]=[CH:32][CH:31]=[CH:30][C:29]=2[N+:34]([O-:36])=[O:35])(=[O:27])=[O:26])[CH2:21][O:8]1)=[O:14], predict the reactants needed to synthesize it. The reactants are: C(N(CC)CC)C.[OH:8][N:9]1[C:13](=[O:14])[C:12]2=[CH:15][CH:16]=[CH:17][CH:18]=[C:11]2[C:10]1=[O:19].Br[CH2:21][CH:22]1[CH2:24][N:23]1[S:25]([C:28]1[CH:33]=[CH:32][CH:31]=[CH:30][C:29]=1[N+:34]([O-:36])=[O:35])(=[O:27])=[O:26].[CH3:37][OH:38]. (6) Given the product [Si:1]([O:8][C@H:9]1[CH2:14][O:13][C@H:12]([C:15]([O:17][C:18]([CH3:21])([CH3:20])[CH3:19])=[O:16])[CH2:11][CH2:10]1)([C:4]([CH3:7])([CH3:6])[CH3:5])([CH3:3])[CH3:2], predict the reactants needed to synthesize it. The reactants are: [Si:1]([O:8][C@H:9]1[CH2:14][O:13][C@H:12]([C:15]([OH:17])=[O:16])[CH2:11][CH2:10]1)([C:4]([CH3:7])([CH3:6])[CH3:5])([CH3:3])[CH3:2].[C:18](OC(O[C:18]([CH3:21])([CH3:20])[CH3:19])N(C)C)([CH3:21])([CH3:20])[CH3:19]. (7) Given the product [OH:3][CH2:4][C:5]1[CH:6]=[C:7]([S:11]([N:14]([CH2:20][O:19][CH2:18][CH2:17][Si:16]([CH3:23])([CH3:22])[CH3:15])[CH2:20][O:19][CH2:18][CH2:17][Si:16]([CH3:23])([CH3:22])[CH3:15])(=[O:12])=[O:13])[CH:8]=[CH:9][CH:10]=1, predict the reactants needed to synthesize it. The reactants are: [H-].[Na+].[OH:3][CH2:4][C:5]1[CH:6]=[C:7]([S:11]([NH2:14])(=[O:13])=[O:12])[CH:8]=[CH:9][CH:10]=1.[CH3:15][Si:16]([CH3:23])([CH3:22])[CH2:17][CH2:18][O:19][CH2:20]Cl.P([O-])([O-])([O-])=O. (8) The reactants are: C(=O)([O-])[O-].[Na+].[Na+].O.CC1(C)C(C)(C)OB([C:16]2[CH:17]=[C:18]3[C:23](=[CH:24][CH:25]=2)[O:22][CH2:21][CH2:20][CH2:19]3)O1.Br[C:28]1[S:32][C:31]([CH3:33])=[N:30][C:29]=1[CH:34]([O:39][C:40]([CH3:43])([CH3:42])[CH3:41])[C:35]([O:37][CH3:38])=[O:36]. Given the product [C:40]([O:39][CH:34]([C:29]1[N:30]=[C:31]([CH3:33])[S:32][C:28]=1[C:16]1[CH:25]=[CH:24][C:23]2[O:22][CH2:21][CH2:20][CH2:19][C:18]=2[CH:17]=1)[C:35]([O:37][CH3:38])=[O:36])([CH3:43])([CH3:42])[CH3:41], predict the reactants needed to synthesize it.